This data is from Full USPTO retrosynthesis dataset with 1.9M reactions from patents (1976-2016). The task is: Predict the reactants needed to synthesize the given product. (1) Given the product [NH2:30][CH2:29][C:25]1[CH:24]=[C:23]([C:19]2[CH:20]=[CH:21][CH:22]=[C:17]([CH2:16][O:15][C:7]3[CH:6]=[CH:5][C:4]([Br:3])=[CH:9][C:8]=3[CH2:10][C:11]([OH:13])=[O:12])[CH:18]=2)[CH:28]=[CH:27][CH:26]=1, predict the reactants needed to synthesize it. The reactants are: [OH-].[Na+].[Br:3][C:4]1[CH:5]=[CH:6][C:7]([O:15][CH2:16][C:17]2[CH:18]=[C:19]([C:23]3[CH:28]=[CH:27][CH:26]=[C:25]([CH2:29][NH:30]C(OC(C)(C)C)=O)[CH:24]=3)[CH:20]=[CH:21][CH:22]=2)=[C:8]([CH2:10][C:11]([O:13]C)=[O:12])[CH:9]=1.Cl. (2) Given the product [F:10][C:3]1[C:4]([F:9])=[CH:5][C:6]([F:8])=[CH:7][C:2]=1[CH2:13][C@H:14]([OH:15])[CH3:17], predict the reactants needed to synthesize it. The reactants are: Br[C:2]1[CH:7]=[C:6]([F:8])[CH:5]=[C:4]([F:9])[C:3]=1[F:10].N#N.[CH3:13][CH2:14][OH:15].[Li][CH:17](CC)C.C1CCCCC1.B(F)(F)F.C(OCC)C.